From a dataset of Full USPTO retrosynthesis dataset with 1.9M reactions from patents (1976-2016). Predict the reactants needed to synthesize the given product. (1) The reactants are: [CH3:1][S:2]([C:5]1[CH:10]=[CH:9][C:8]([C:11](=O)[CH:12]=[CH:13][C:14](=O)[CH3:15])=[CH:7][CH:6]=1)(=[O:4])=[O:3].[O:18]1[CH:22]=[CH:21][CH:20]=[C:19]1[C:23]1[CH:29]=[CH:28][C:26]([NH2:27])=[CH:25][CH:24]=1.O.C1(C)C=CC(S(O)(=O)=O)=CC=1. Given the product [O:18]1[CH:22]=[CH:21][CH:20]=[C:19]1[C:23]1[CH:29]=[CH:28][C:26]([N:27]2[C:11]([C:8]3[CH:9]=[CH:10][C:5]([S:2]([CH3:1])(=[O:4])=[O:3])=[CH:6][CH:7]=3)=[CH:12][CH:13]=[C:14]2[CH3:15])=[CH:25][CH:24]=1, predict the reactants needed to synthesize it. (2) Given the product [C:34]([O:33][C:31]([C:30]1[CH:29]=[CH:28][C:27]([NH:26][C:24]([C:21]2[N:22]=[CH:23][C:18]([O:3][CH:4]3[CH2:5][CH2:6][N:7]([C:10]([O:12][C:13]([CH3:16])([CH3:15])[CH3:14])=[O:11])[CH2:8][CH2:9]3)=[CH:19][C:20]=2[C:40]2[CH:45]=[CH:44][CH:43]=[CH:42][CH:41]=2)=[O:25])=[CH:39][CH:38]=1)=[O:32])([CH3:37])([CH3:35])[CH3:36], predict the reactants needed to synthesize it. The reactants are: [H-].[Na+].[OH:3][CH:4]1[CH2:9][CH2:8][N:7]([C:10]([O:12][C:13]([CH3:16])([CH3:15])[CH3:14])=[O:11])[CH2:6][CH2:5]1.F[C:18]1[CH:19]=[C:20]([C:40]2[CH:45]=[CH:44][CH:43]=[CH:42][CH:41]=2)[C:21]([C:24]([NH:26][C:27]2[CH:39]=[CH:38][C:30]([C:31]([O:33][C:34]([CH3:37])([CH3:36])[CH3:35])=[O:32])=[CH:29][CH:28]=2)=[O:25])=[N:22][CH:23]=1.[OH-].[Na+]. (3) Given the product [Cl:18][C:19]1[CH:20]=[C:21]([C:2]2[CH:7]=[CH:6][CH:5]=[CH:4][C:3]=2[C:8]2[CH:13]=[CH:12][C:11]([S:14]([CH3:17])(=[O:16])=[O:15])=[CH:10][CH:9]=2)[CH:22]=[CH:23][C:24]=1[O:25][CH3:26], predict the reactants needed to synthesize it. The reactants are: Br[C:2]1[CH:7]=[CH:6][CH:5]=[CH:4][C:3]=1[C:8]1[CH:13]=[CH:12][C:11]([S:14]([CH3:17])(=[O:16])=[O:15])=[CH:10][CH:9]=1.[Cl:18][C:19]1[CH:20]=[C:21](B(O)O)[CH:22]=[CH:23][C:24]=1[O:25][CH3:26]. (4) Given the product [C:1]([O:4][C:5]1[CH:12]=[CH:11][C:8]([CH:9]2[O:22][CH2:10]2)=[CH:7][CH:6]=1)(=[O:3])[CH3:2], predict the reactants needed to synthesize it. The reactants are: [C:1]([O:4][C:5]1[CH:12]=[CH:11][C:8]([CH:9]=[CH2:10])=[CH:7][CH:6]=1)(=[O:3])[CH3:2].C(Cl)(Cl)Cl.ClC1C=C(C=CC=1)C(OO)=[O:22]. (5) Given the product [Cl:1][C:2]1[CH:3]=[CH:4][C:5]2[N:11]3[C:12]([CH:15]([CH3:17])[CH3:16])=[N:13][N:14]=[C:10]3[CH:9]([CH2:18][C:19]([OH:21])=[O:20])[O:8][CH:7]([C:24]3[CH:29]=[CH:28][CH:27]=[C:26]([O:30][CH3:31])[C:25]=3[O:32][CH3:33])[C:6]=2[CH:34]=1, predict the reactants needed to synthesize it. The reactants are: [Cl:1][C:2]1[CH:3]=[CH:4][C:5]2[N:11]3[C:12]([CH:15]([CH3:17])[CH3:16])=[N:13][N:14]=[C:10]3[CH:9]([CH2:18][C:19]([O:21]CC)=[O:20])[O:8][CH:7]([C:24]3[CH:29]=[CH:28][CH:27]=[C:26]([O:30][CH3:31])[C:25]=3[O:32][CH3:33])[C:6]=2[CH:34]=1.Cl. (6) Given the product [OH:9][C:8]1[C:2]([CH3:1])=[C:3]2[C:4](=[CH:6][C:7]=1[CH3:10])[NH:5][C:12](=[O:13])[C:14]2=[O:15].[CH3:23][C:24]1[CH:29]=[CH:28][C:27]([NH:30][N:31]=[C:14]2[C:6]3[C:4](=[CH:3][C:2]([CH3:1])=[C:8]([OH:9])[C:7]=3[CH3:10])[NH:5][C:12]2=[O:13])=[CH:26][CH:25]=1, predict the reactants needed to synthesize it. The reactants are: [CH3:1][C:2]1[CH:3]=[C:4]([CH:6]=[C:7]([CH3:10])[C:8]=1[OH:9])[NH2:5].N1C2C(=CC=CC=2)[C:14](=[O:15])[C:12]1=[O:13].Cl.[CH3:23][C:24]1[CH:29]=[CH:28][C:27]([NH:30][NH2:31])=[CH:26][CH:25]=1. (7) Given the product [Cl:17][C:18]1[CH:24]=[CH:23][C:21]([NH:22][CH2:2][C:3]([NH:5][C:6]2[C:15]3[CH2:14][CH:13]([OH:16])[CH2:12][CH2:11][C:10]=3[CH:9]=[CH:8][CH:7]=2)=[O:4])=[CH:20][C:19]=1[C:25]([F:26])([F:27])[F:28], predict the reactants needed to synthesize it. The reactants are: Br[CH2:2][C:3]([NH:5][C:6]1[C:15]2[CH2:14][CH:13]([OH:16])[CH2:12][CH2:11][C:10]=2[CH:9]=[CH:8][CH:7]=1)=[O:4].[Cl:17][C:18]1[CH:24]=[CH:23][C:21]([NH2:22])=[CH:20][C:19]=1[C:25]([F:28])([F:27])[F:26].C(=O)([O-])[O-].[K+].[K+].O. (8) Given the product [CH3:16][C:2]([C:17]1[CH:18]=[CH:19][CH:20]=[CH:21][CH:22]=1)([CH3:1])[CH2:3][CH:4]1[C:11]2[CH:10]=[C:9]([C:12]([OH:14])=[O:13])[NH:8][C:7]=2[CH2:6][CH2:5]1, predict the reactants needed to synthesize it. The reactants are: [CH3:1][C:2]([C:17]1[CH:22]=[CH:21][CH:20]=[CH:19][CH:18]=1)([CH3:16])[CH2:3][CH:4]1[C:11]2[CH:10]=[C:9]([C:12]([O:14]C)=[O:13])[NH:8][C:7]=2[CH2:6][CH2:5]1.O.[OH-].[Li+]. (9) Given the product [Cl:1][C:2]1[N:7]=[C:6]([N:8]([CH3:16])[CH2:9][C:10]2[CH:15]=[CH:14][N:13]=[CH:12][CH:11]=2)[C:5]([F:17])=[C:4]([NH:20][NH2:21])[N:3]=1, predict the reactants needed to synthesize it. The reactants are: [Cl:1][C:2]1[N:7]=[C:6]([N:8]([CH3:16])[CH2:9][C:10]2[CH:15]=[CH:14][N:13]=[CH:12][CH:11]=2)[C:5]([F:17])=[C:4](Cl)[N:3]=1.O.[NH2:20][NH2:21]. (10) Given the product [OH:25][C:21]1([C:20]#[C:19][C:16]2[CH:15]=[CH:14][C:13]([C@@H:11]([N:7]3[CH2:6][CH2:5][C@:4]([CH2:3][C:2]([OH:1])([CH3:32])[CH3:33])([C:26]4[CH:31]=[CH:30][CH:29]=[CH:28][CH:27]=4)[O:9][C:8]3=[O:10])[CH3:12])=[CH:18][CH:17]=2)[CH2:24][N:23]([C:35]([O:37][CH3:38])=[O:36])[CH2:22]1, predict the reactants needed to synthesize it. The reactants are: [OH:1][C:2]([CH3:33])([CH3:32])[CH2:3][C@@:4]1([C:26]2[CH:31]=[CH:30][CH:29]=[CH:28][CH:27]=2)[O:9][C:8](=[O:10])[N:7]([C@H:11]([C:13]2[CH:18]=[CH:17][C:16]([C:19]#[C:20][C:21]3([OH:25])[CH2:24][NH:23][CH2:22]3)=[CH:15][CH:14]=2)[CH3:12])[CH2:6][CH2:5]1.Cl[C:35]([O:37][CH3:38])=[O:36].